Dataset: Forward reaction prediction with 1.9M reactions from USPTO patents (1976-2016). Task: Predict the product of the given reaction. (1) Given the reactants C([N:8]1[CH2:17][C:16]([CH3:19])([CH3:18])[C:15]2[N:14]=[C:13]([Cl:20])[CH:12]=[CH:11][C:10]=2[CH2:9]1)C1C=CC=CC=1.[CH:21]([Mg]Br)([CH2:23][CH3:24])[CH3:22], predict the reaction product. The product is: [ClH:20].[CH3:19][C:16]1([CH3:18])[C:15]2[N:14]=[C:13]([CH:21]([CH3:22])[CH2:23][CH3:24])[CH:12]=[CH:11][C:10]=2[CH2:9][NH:8][CH2:17]1. (2) Given the reactants Cl[C:2]([O:5]C(Cl)=O)(Cl)Cl.N1C2C(=CC=CC=2)C=CC=1.[F:19][C:20]1[CH:53]=[C:52]([F:54])[C:51]([F:55])=[CH:50][C:21]=1[CH2:22][O:23][CH2:24][C@@H:25]1[CH2:29][C@@H:28]([S:30][C:31]([C:44]2[CH:49]=[CH:48][CH:47]=[CH:46][CH:45]=2)([C:38]2[CH:43]=[CH:42][CH:41]=[CH:40][CH:39]=2)[C:32]2[CH:37]=[CH:36][CH:35]=[CH:34][CH:33]=2)[CH2:27][NH:26]1.[C:56]([O:65][CH3:66])(=[O:64])[C:57]1[C:58](=[CH:60][CH:61]=[CH:62][CH:63]=1)[OH:59].[H-].[Na+], predict the reaction product. The product is: [CH3:66][O:65][C:56]([C:57]1[CH:63]=[CH:62][CH:61]=[CH:60][C:58]=1[O:59][C:2]([N:26]1[CH2:27][C@H:28]([S:30][C:31]([C:38]2[CH:43]=[CH:42][CH:41]=[CH:40][CH:39]=2)([C:32]2[CH:33]=[CH:34][CH:35]=[CH:36][CH:37]=2)[C:44]2[CH:45]=[CH:46][CH:47]=[CH:48][CH:49]=2)[CH2:29][C@H:25]1[CH2:24][O:23][CH2:22][C:21]1[CH:50]=[C:51]([F:55])[C:52]([F:54])=[CH:53][C:20]=1[F:19])=[O:5])=[O:64].